Task: Binary Classification. Given a miRNA mature sequence and a target amino acid sequence, predict their likelihood of interaction.. Dataset: Experimentally validated miRNA-target interactions with 360,000+ pairs, plus equal number of negative samples (1) The miRNA is hsa-miR-4652-3p with sequence GUUCUGUUAACCCAUCCCCUCA. The protein sequence of the target gene is MVAEVCSMPTASTVKKPFDLRSKMGKWCHHRFPCCRGSGKSNMGTSGDHDDSFMKMLRSKMGKCCRHCFPCCRGSGTSNVGTSGDHENSFMKMLRSKMGKWCCHCFPCCRGSGKSNVGAWGDYDHSAFMEPRYHIRREDLDKLHRAAWWGKVPRKDLIVMLRDTDMNKRDKEKRTALHLASANGNSEVVQLLLDRRCQLNVLDNKKRTALIKAIQCQEDECVLMLLEHGADRNIPDEYGNTALHYAIYNEDKLMAKALLLYGADIESKNKCGLTPLLLGVHEQKQQVVKFLIKKKANLNV.... Result: 1 (interaction). (2) The miRNA is hsa-miR-5192 with sequence AGGAGAGUGGAUUCCAGGUGGU. The protein sequence of the target gene is MALETVPKDLRHLRACLLCSLVKTIDQFEYDGCDNCDAYLQMKGNREMVYDCTSSSFDGIIAMMSPEDSWVSKWQRVSNFKPGVYAVSVTGRLPQGIVRELKSRGVAYKSRDTAIKT. Result: 1 (interaction). (3) The miRNA is hsa-miR-4287 with sequence UCUCCCUUGAGGGCACUUU. The protein sequence of the target gene is MGQPAPYAEGPIQGGDAGELCKCDFLVSISIPQTRSDIPAGARRSSMGPRSLDTCWGRGPERHVHRLECNGVIFTHRNLCLPGGKTKTENEEKTAQLNISKESESHRLIVEGLLMDVPQHPDFKDRLEKSQLHDTGNKTKIGDCTDLTVQDHESSTTEREEIARKLEESSVSTHLITKQGFAKEQVFYKCGECGSYYNPHSDFHLHQRVHTNEKPYTCKECGKTFRYNSKLSRHQKIHTGEKPYSCEECGQAFSQNSHLLQHQKLHGGQRPYECTDCGKTFSYNSKLIRHQRIHTGEKPF.... Result: 1 (interaction). (4) The miRNA is hsa-miR-4789-5p with sequence GUAUACACCUGAUAUGUGUAUG. The protein sequence of the target gene is MGTARWLALGSLFALAGLLEGRLVGEEEAGFGECDKFFYAGTPPAGLAADSHVKICQRAEGAERFATLYSTRDRIPVYSAFRAPRPAPGGAEQRWLVEPQIDDPNSNLEEAINEAEAITSVNSLGSKQALNTDYLDSDYQRGQLYPFSLSSDVQVATFTLTNSAPMTQSFQERWYVNLHSLMDRALTPQCGSGEDLYILTGTVPSDYRVKDKVAVPEFVWLAACCAVPGGGWAMGFVKHTRDSDIIEDVMVKDLQKLLPFNPQLFQNNCGETEQDTEKMKKILEVVNQIQDEERMVQSQK.... Result: 1 (interaction).